Dataset: Forward reaction prediction with 1.9M reactions from USPTO patents (1976-2016). Task: Predict the product of the given reaction. (1) Given the reactants [C:1]([C:5]1[CH:25]=[CH:24][C:8]([C:9]([NH:11][C:12]2[CH:20]=[CH:19][C:18]([N+:21]([O-:23])=[O:22])=[CH:17][C:13]=2[C:14]([OH:16])=[O:15])=O)=[CH:7][CH:6]=1)([CH3:4])([CH3:3])[CH3:2].C(Cl)(=O)C(Cl)=O, predict the reaction product. The product is: [N+:21]([C:18]1[CH:19]=[CH:20][C:12]2[N:11]=[C:9]([C:8]3[CH:24]=[CH:25][C:5]([C:1]([CH3:2])([CH3:4])[CH3:3])=[CH:6][CH:7]=3)[O:16][C:14](=[O:15])[C:13]=2[CH:17]=1)([O-:23])=[O:22]. (2) Given the reactants [CH3:1][N:2]([CH2:4][CH2:5][CH2:6][C:7]1([C:17]2[CH:22]=[CH:21][C:20]([F:23])=[CH:19][CH:18]=2)[O:11][CH2:10][C:9]2[CH:12]=[C:13](Br)[CH:14]=[CH:15][C:8]1=2)[CH3:3].O.[C:25]([OH:30])(=[O:29])[C:26]([OH:28])=[O:27].[CH3:31][N:32](C=O)C, predict the reaction product. The product is: [CH3:1][N:2]([CH2:4][CH2:5][CH2:6][C@@:7]1([C:17]2[CH:22]=[CH:21][C:20]([F:23])=[CH:19][CH:18]=2)[O:11][CH2:10][C:9]2[CH:12]=[C:13]([C:31]#[N:32])[CH:14]=[CH:15][C:8]1=2)[CH3:3].[C:26]([OH:28])([C:25]([OH:30])=[O:29])=[O:27]. (3) Given the reactants C(OC([N:8]1[CH2:13][CH2:12][CH:11]([C:14]2[N:18]([CH2:19][CH3:20])[N:17]=[C:16]([CH2:21][O:22][CH3:23])[C:15]=2[CH3:24])[CH2:10][CH2:9]1)=O)(C)(C)C.N1CCCCC1, predict the reaction product. The product is: [CH2:19]([N:18]1[C:14]([CH:11]2[CH2:12][CH2:13][NH:8][CH2:9][CH2:10]2)=[C:15]([CH3:24])[C:16]([CH2:21][O:22][CH3:23])=[N:17]1)[CH3:20]. (4) Given the reactants [F:1][C:2]([F:18])([F:17])[C:3]([O:5]C1C(F)=C(F)C(F)=C(F)C=1F)=O.[NH2:19][C:20]1[N:24]([CH2:25][CH3:26])[N:23]=[C:22]([CH2:27][C:28]([OH:30])=O)[CH:21]=1.[N:31]1[CH:36]=[CH:35][CH:34]=[CH:33]C=1.N1CCCC1, predict the reaction product. The product is: [CH2:25]([N:24]1[C:20]([NH:19][C:3](=[O:5])[C:2]([F:1])([F:17])[F:18])=[CH:21][C:22]([CH2:27][C:28](=[O:30])[N:31]2[CH2:33][CH2:34][CH2:35][CH2:36]2)=[N:23]1)[CH3:26]. (5) Given the reactants [N:1]([CH2:4][CH:5]1[CH2:8][CH:7]([C:9]2[N:13]3[CH:14]=[CH:15][N:16]=[C:17]([NH2:18])[C:12]3=[C:11]([C:19]3[CH:28]=[C:27]4[C:22]([CH:23]=[CH:24][C:25]([C:29]5[CH:34]=[CH:33][CH:32]=[CH:31][CH:30]=5)=[N:26]4)=[CH:21][CH:20]=3)[N:10]=2)[CH2:6]1)=[N+]=[N-], predict the reaction product. The product is: [NH2:1][CH2:4][C@@H:5]1[CH2:6][C@H:7]([C:9]2[N:13]3[CH:14]=[CH:15][N:16]=[C:17]([NH2:18])[C:12]3=[C:11]([C:19]3[CH:28]=[C:27]4[C:22]([CH:23]=[CH:24][C:25]([C:29]5[CH:34]=[CH:33][CH:32]=[CH:31][CH:30]=5)=[N:26]4)=[CH:21][CH:20]=3)[N:10]=2)[CH2:8]1. (6) Given the reactants [CH:1]([O:4][C:5]1[CH:6]=[C:7]([CH:12]=[C:13]([O:15][C@@H:16]([CH3:24])[CH2:17][C:18]2[CH:23]=[CH:22][CH:21]=[CH:20][CH:19]=2)[CH:14]=1)[C:8]([O:10]C)=[O:9])([CH3:3])[CH3:2].[OH-].[Na+].Cl, predict the reaction product. The product is: [CH:1]([O:4][C:5]1[CH:6]=[C:7]([CH:12]=[C:13]([O:15][C@@H:16]([CH3:24])[CH2:17][C:18]2[CH:23]=[CH:22][CH:21]=[CH:20][CH:19]=2)[CH:14]=1)[C:8]([OH:10])=[O:9])([CH3:3])[CH3:2]. (7) Given the reactants [C:1]1([C:7]2[CH:12]=[CH:11][N:10]=[C:9]([N:13]3[CH2:20][CH:19]4[CH:15]([CH2:16][NH:17][CH2:18]4)[CH2:14]3)[N:8]=2)[CH:6]=[CH:5][CH:4]=[CH:3][CH:2]=1.[C:21]1([C:30]2[CH:35]=[CH:34][CH:33]=[CH:32][CH:31]=2)[C:22]([C:27](O)=[O:28])=[CH:23][CH:24]=[CH:25][CH:26]=1, predict the reaction product. The product is: [C:21]1([C:30]2[CH:35]=[CH:34][CH:33]=[CH:32][CH:31]=2)[CH:26]=[CH:25][CH:24]=[CH:23][C:22]=1[C:27]([N:17]1[CH2:16][CH:15]2[CH:19]([CH2:20][N:13]([C:9]3[N:8]=[C:7]([C:1]4[CH:2]=[CH:3][CH:4]=[CH:5][CH:6]=4)[CH:12]=[CH:11][N:10]=3)[CH2:14]2)[CH2:18]1)=[O:28].